Task: Predict the reactants needed to synthesize the given product.. Dataset: Full USPTO retrosynthesis dataset with 1.9M reactions from patents (1976-2016) Given the product [CH3:17][O:16][C@@H:14]1[CH2:15][N:11]([C:9]([O:8][CH2:1][C:2]2[CH:7]=[CH:6][CH:5]=[CH:4][CH:3]=2)=[O:10])[C@H:12]([C:18]([O:20][CH3:21])=[O:19])[CH2:13]1, predict the reactants needed to synthesize it. The reactants are: [CH2:1]([O:8][C:9]([N:11]1[CH2:15][C@@H:14]([O:16][CH3:17])[CH2:13][C@H:12]1[C:18]([OH:20])=[O:19])=[O:10])[C:2]1[CH:7]=[CH:6][CH:5]=[CH:4][CH:3]=1.[CH2:21](OCC)C.C[Si](C=[N+]=[N-])(C)C.